From a dataset of Forward reaction prediction with 1.9M reactions from USPTO patents (1976-2016). Predict the product of the given reaction. (1) Given the reactants [CH2:1]([NH:8][CH2:9][CH2:10][C:11]1[CH:16]=[CH:15][CH:14]=[CH:13][CH:12]=1)[C:2]1[CH:7]=[CH:6][CH:5]=[CH:4][CH:3]=1.C(N(C(C)C)CC)(C)C.CS(O[CH2:31][C:32]1[CH:33]=[C:34]([CH:37]=[CH:38][C:39]=1[O:40][CH2:41][C:42]1[CH:47]=[CH:46][CH:45]=[CH:44][CH:43]=1)[CH:35]=[O:36])(=O)=O, predict the reaction product. The product is: [C:42]1([CH2:41][O:40][C:39]2[CH:38]=[CH:37][C:34]([CH:35]=[O:36])=[CH:33][C:32]=2[CH2:31][N:8]([CH2:1][C:2]2[CH:7]=[CH:6][CH:5]=[CH:4][CH:3]=2)[CH2:9][CH2:10][C:11]2[CH:16]=[CH:15][CH:14]=[CH:13][CH:12]=2)[CH:47]=[CH:46][CH:45]=[CH:44][CH:43]=1. (2) Given the reactants [F:1][C:2]([F:19])([F:18])[C:3]1[CH:8]=[CH:7][C:6]([C:9](=O)[CH2:10][C:11](=O)[C:12]([F:15])([F:14])[F:13])=[CH:5][CH:4]=1.[NH2:20][C:21]1[C:25]([C:26]2[CH:31]=[CH:30][N:29]=[C:28]([CH3:32])[CH:27]=2)=[CH:24][NH:23][N:22]=1, predict the reaction product. The product is: [F:1][C:2]([F:19])([F:18])[C:3]1[CH:8]=[CH:7][C:6]([C:9]2[CH:10]=[C:11]([C:12]([F:15])([F:14])[F:13])[N:22]3[N:23]=[CH:24][C:25]([C:26]4[CH:31]=[CH:30][N:29]=[C:28]([CH3:32])[CH:27]=4)=[C:21]3[N:20]=2)=[CH:5][CH:4]=1.